This data is from Aqueous solubility values for 9,982 compounds from the AqSolDB database. The task is: Regression/Classification. Given a drug SMILES string, predict its absorption, distribution, metabolism, or excretion properties. Task type varies by dataset: regression for continuous measurements (e.g., permeability, clearance, half-life) or binary classification for categorical outcomes (e.g., BBB penetration, CYP inhibition). For this dataset (solubility_aqsoldb), we predict Y. The Y is -2.70 log mol/L. The drug is Cc1cc(C)c(S(=O)(=O)Nc2nnc(S(N)(=O)=O)s2)c(C)c1.